Dataset: NCI-60 drug combinations with 297,098 pairs across 59 cell lines. Task: Regression. Given two drug SMILES strings and cell line genomic features, predict the synergy score measuring deviation from expected non-interaction effect. (1) Drug 1: C1=CC(=CC=C1CCC2=CNC3=C2C(=O)NC(=N3)N)C(=O)NC(CCC(=O)O)C(=O)O. Drug 2: C1=C(C(=O)NC(=O)N1)F. Cell line: U251. Synergy scores: CSS=53.6, Synergy_ZIP=-5.69, Synergy_Bliss=-6.44, Synergy_Loewe=-1.06, Synergy_HSA=0.816. (2) Drug 1: C1=CC(=CC=C1CCC2=CNC3=C2C(=O)NC(=N3)N)C(=O)NC(CCC(=O)O)C(=O)O. Drug 2: CC1=C(C=C(C=C1)C(=O)NC2=CC(=CC(=C2)C(F)(F)F)N3C=C(N=C3)C)NC4=NC=CC(=N4)C5=CN=CC=C5. Cell line: A498. Synergy scores: CSS=19.9, Synergy_ZIP=3.71, Synergy_Bliss=2.53, Synergy_Loewe=-9.29, Synergy_HSA=-1.06. (3) Cell line: UACC62. Synergy scores: CSS=26.8, Synergy_ZIP=-5.07, Synergy_Bliss=-0.341, Synergy_Loewe=-0.475, Synergy_HSA=-0.173. Drug 1: CN(C)N=NC1=C(NC=N1)C(=O)N. Drug 2: CCC1(C2=C(COC1=O)C(=O)N3CC4=CC5=C(C=CC(=C5CN(C)C)O)N=C4C3=C2)O.Cl. (4) Drug 1: C1=CC(=C2C(=C1NCCNCCO)C(=O)C3=C(C=CC(=C3C2=O)O)O)NCCNCCO. Drug 2: CCN(CC)CCNC(=O)C1=C(NC(=C1C)C=C2C3=C(C=CC(=C3)F)NC2=O)C. Cell line: IGROV1. Synergy scores: CSS=43.6, Synergy_ZIP=1.17, Synergy_Bliss=1.34, Synergy_Loewe=-12.9, Synergy_HSA=1.71. (5) Drug 1: COC1=C(C=C2C(=C1)N=CN=C2NC3=CC(=C(C=C3)F)Cl)OCCCN4CCOCC4. Drug 2: CCN(CC)CCNC(=O)C1=C(NC(=C1C)C=C2C3=C(C=CC(=C3)F)NC2=O)C. Cell line: SK-MEL-2. Synergy scores: CSS=-10.5, Synergy_ZIP=-2.72, Synergy_Bliss=-11.8, Synergy_Loewe=-16.4, Synergy_HSA=-16.3. (6) Drug 1: CCC1=C2CN3C(=CC4=C(C3=O)COC(=O)C4(CC)O)C2=NC5=C1C=C(C=C5)O. Drug 2: CN(CCCl)CCCl.Cl. Cell line: UO-31. Synergy scores: CSS=-8.22, Synergy_ZIP=-13.3, Synergy_Bliss=-25.1, Synergy_Loewe=-32.8, Synergy_HSA=-32.0. (7) Drug 1: C1CCN(CC1)CCOC2=CC=C(C=C2)C(=O)C3=C(SC4=C3C=CC(=C4)O)C5=CC=C(C=C5)O. Drug 2: CN1C(=O)N2C=NC(=C2N=N1)C(=O)N. Cell line: HT29. Synergy scores: CSS=-4.29, Synergy_ZIP=5.80, Synergy_Bliss=7.26, Synergy_Loewe=-2.34, Synergy_HSA=-1.41. (8) Synergy scores: CSS=1.79, Synergy_ZIP=4.34, Synergy_Bliss=0.772, Synergy_Loewe=-2.51, Synergy_HSA=-2.23. Drug 1: CNC(=O)C1=CC=CC=C1SC2=CC3=C(C=C2)C(=NN3)C=CC4=CC=CC=N4. Drug 2: CCN(CC)CCNC(=O)C1=C(NC(=C1C)C=C2C3=C(C=CC(=C3)F)NC2=O)C. Cell line: MALME-3M.